Predict the reactants needed to synthesize the given product. From a dataset of Full USPTO retrosynthesis dataset with 1.9M reactions from patents (1976-2016). (1) Given the product [O:12]=[C:9]([C:6]1[CH:5]=[CH:4][C:3]([Cl:2])=[CH:8][CH:7]=1)[C:10]([NH2:11])=[S:1], predict the reactants needed to synthesize it. The reactants are: [SH2:1].[Cl:2][C:3]1[CH:8]=[CH:7][C:6]([C:9](=[O:12])[C:10]#[N:11])=[CH:5][CH:4]=1.C(N(CC)CC)C. (2) Given the product [N+:15]([C:11]1[CH:12]=[N:13][NH:14][C:10]=1[N:4]1[CH2:5][CH2:6][C:7](=[O:25])[CH2:8][CH2:2]1)([O-:17])=[O:16], predict the reactants needed to synthesize it. The reactants are: F[CH:2]1[CH:8](N)[CH2:7][CH2:6][CH2:5][N:4]([C:10]2[NH:14][N:13]=[CH:12][C:11]=2[N+:15]([O-:17])=[O:16])C1.ClC1NN=CC=1[N+]([O-])=[O:25].O.Cl.N1CCC(=O)CC1.[F-].[K+]. (3) The reactants are: [N+:1]([C:4]1[CH:5]=[CH:6][CH:7]=[C:8]2[C:12]=1[NH:11][N:10]=[CH:9]2)([O-])=O.CC1C=CC=C([N+]([O-])=O)C=1N. Given the product [NH2:1][C:4]1[CH:5]=[CH:6][CH:7]=[C:8]2[C:12]=1[NH:11][N:10]=[CH:9]2, predict the reactants needed to synthesize it. (4) Given the product [CH2:1]([O:3][C:4]([C:6]1[C:7]([CH2:24][C:25]2[CH:30]=[CH:29][CH:28]=[CH:27][CH:26]=2)([OH:23])[C:8]2[C:13]([C:14]=1[C:15]1[CH:20]=[CH:19][CH:18]=[CH:17][CH:16]=1)=[CH:12][CH:11]=[C:10]([O:21][CH3:22])[CH:9]=2)=[O:5])[CH3:2], predict the reactants needed to synthesize it. The reactants are: [CH2:1]([O:3][C:4]([C:6]1[C:7](=[O:23])[C:8]2[C:13]([C:14]=1[C:15]1[CH:20]=[CH:19][CH:18]=[CH:17][CH:16]=1)=[CH:12][CH:11]=[C:10]([O:21][CH3:22])[CH:9]=2)=[O:5])[CH3:2].[CH2:24]([Mg]Cl)[C:25]1[CH:30]=[CH:29][CH:28]=[CH:27][CH:26]=1.